Dataset: Full USPTO retrosynthesis dataset with 1.9M reactions from patents (1976-2016). Task: Predict the reactants needed to synthesize the given product. (1) Given the product [NH2:26][C:24]1[CH:25]=[C:20]([C:16]2[CH:15]=[CH:14][C:13]3[N:12]=[CH:11][C:10]4[N:9]([CH3:31])[C:8](=[O:32])[N:7]([C:5]5[C:4]([CH3:33])=[N:3][N:2]([CH3:1])[CH:6]=5)[C:19]=4[C:18]=3[CH:17]=2)[CH:21]=[N:22][C:23]=1[O:29][CH3:30], predict the reactants needed to synthesize it. The reactants are: [CH3:1][N:2]1[CH:6]=[C:5]([N:7]2[C:19]3[C:18]4[CH:17]=[C:16]([C:20]5[CH:21]=[N:22][C:23]([O:29][CH3:30])=[C:24]([N+:26]([O-])=O)[CH:25]=5)[CH:15]=[CH:14][C:13]=4[N:12]=[CH:11][C:10]=3[N:9]([CH3:31])[C:8]2=[O:32])[C:4]([CH3:33])=[N:3]1.[H][H]. (2) Given the product [CH3:29][C:5]1([CH3:28])[C:4]2[C:13]3=[C:14]([C:6]4[CH:7]=[C:8]([B:35]([OH:40])[OH:36])[CH:9]=[CH:10][C:11]=4[N:12]3[C:21]3[CH:16]=[CH:17][CH:18]=[CH:19][C:20]1=3)[CH:15]=[C:2]([C:30]1[CH:43]=[CH:42][CH:33]=[CH:32][CH:31]=1)[CH:3]=2, predict the reactants needed to synthesize it. The reactants are: Br[C:2]1[CH:3]=[C:4]2[C:13]3=[C:14]([C:16]4[CH:17]=[C:18](C5C=CC=CC=5)[CH:19]=[CH:20][C:21]=4[N:12]3[C:11]3[CH:10]=[CH:9][CH:8]=[CH:7][C:6]=3[C:5]2([CH3:29])[CH3:28])[CH:15]=1.[CH2:30]([Li])[CH2:31][CH2:32][CH3:33].[B:35]([O:40]C)(OC)[O:36]C.[CH2:42]1COC[CH2:43]1. (3) Given the product [CH:35]1([CH2:41][N:42]2[CH2:46][CH2:45][CH:44]([NH:47][C:27]([NH:20][C:19]3[CH:21]=[CH:22][C:16]([O:15][C:6]4[C:5]5[C:10](=[CH:11][C:12]([O:13][CH3:14])=[C:3]([O:2][CH3:1])[CH:4]=5)[N:9]=[CH:8][N:7]=4)=[CH:17][CH:18]=3)=[O:33])[CH2:43]2)[CH2:36][CH2:37][CH2:38][CH2:39][CH2:40]1, predict the reactants needed to synthesize it. The reactants are: [CH3:1][O:2][C:3]1[CH:4]=[C:5]2[C:10](=[CH:11][C:12]=1[O:13][CH3:14])[N:9]=[CH:8][N:7]=[C:6]2[O:15][C:16]1[CH:22]=[CH:21][C:19]([NH2:20])=[CH:18][CH:17]=1.ClC(Cl)(O[C:27](=[O:33])OC(Cl)(Cl)Cl)Cl.[CH:35]1([CH2:41][N:42]2[CH2:46][CH2:45][CH:44]([NH2:47])[CH2:43]2)[CH2:40][CH2:39][CH2:38][CH2:37][CH2:36]1.C(=O)([O-])O.[Na+]. (4) Given the product [I:14][C:4]1[CH:5]=[C:6]([C:9]([CH3:13])([CH3:12])[CH2:10][OH:11])[CH:7]=[CH:8][C:3]=1[O:2][CH3:1], predict the reactants needed to synthesize it. The reactants are: [CH3:1][O:2][C:3]1[CH:8]=[CH:7][C:6]([C:9]([CH3:13])([CH3:12])[CH2:10][OH:11])=[CH:5][CH:4]=1.[I:14]I.